This data is from Catalyst prediction with 721,799 reactions and 888 catalyst types from USPTO. The task is: Predict which catalyst facilitates the given reaction. (1) Product: [CH:1]1([C:4]2[CH:11]=[CH:10][C:9]([CH2:12][O:13][CH3:16])=[CH:8][C:5]=2[C:6]#[N:7])[CH2:2][CH2:3]1. Reactant: [CH:1]1([C:4]2[CH:11]=[CH:10][C:9]([CH2:12][OH:13])=[CH:8][C:5]=2[C:6]#[N:7])[CH2:3][CH2:2]1.[H-].[Na+].[CH3:16]I. The catalyst class is: 3. (2) Reactant: [CH2:1]([N:4]([CH2:8][CH2:9][CH3:10])[CH2:5][CH2:6][NH2:7])[CH2:2][CH3:3].Cl[C:12]1[N:13]=[N+:14]([O-:23])[C:15]2[CH:21]=[CH:20][C:19]([CH3:22])=[CH:18][C:16]=2[N:17]=1. Product: [CH3:22][C:19]1[CH:20]=[CH:21][C:15]2[N+:14]([O-:23])=[N:13][C:12]([NH:7][CH2:6][CH2:5][N:4]([CH2:8][CH2:9][CH3:10])[CH2:1][CH2:2][CH3:3])=[N:17][C:16]=2[CH:18]=1. The catalyst class is: 57. (3) Reactant: [CH3:1][N:2]1[C:6]([C:7](=[N:14][O:15][CH2:16][C:17]2[N:22]=[C:21]([NH2:23])[CH:20]=[CH:19][CH:18]=2)[C:8]2[CH:13]=[CH:12][CH:11]=[CH:10][CH:9]=2)=[N:5][CH:4]=[N:3]1.[C:24](Cl)(=[O:30])[CH2:25][CH2:26][CH2:27][CH2:28][CH3:29]. Product: [CH3:1][N:2]1[C:6]([C:7](=[N:14][O:15][CH2:16][C:17]2[N:22]=[C:21]([NH:23][C:24](=[O:30])[CH2:25][CH2:26][CH2:27][CH2:28][CH3:29])[CH:20]=[CH:19][CH:18]=2)[C:8]2[CH:9]=[CH:10][CH:11]=[CH:12][CH:13]=2)=[N:5][CH:4]=[N:3]1. The catalyst class is: 2.